Dataset: Full USPTO retrosynthesis dataset with 1.9M reactions from patents (1976-2016). Task: Predict the reactants needed to synthesize the given product. (1) Given the product [Cl:1][C:2]1[CH:3]=[CH:4][C:5]([CH2:6][C:7]2[C:16]([OH:17])=[C:15]([C:18]([OH:20])=[O:19])[C:14]3[C:9]([N:8]=2)=[C:10]2[CH2:24][CH2:23][CH2:21][C:11]2=[CH:12][CH:13]=3)=[CH:25][CH:26]=1, predict the reactants needed to synthesize it. The reactants are: [Cl:1][C:2]1[CH:26]=[CH:25][C:5]([CH2:6][C:7]2[C:16]([OH:17])=[C:15]([C:18]([OH:20])=[O:19])[C:14]3[C:9](=[C:10]4[CH2:24][CH2:23]C[CH2:21][C:11]4=[CH:12][CH:13]=3)[N:8]=2)=[CH:4][CH:3]=1.N1C2C(=CC=C3C=2CCC3)C(=O)C1=O.ClC1C=CC(CC(=O)COC(=O)C)=CC=1. (2) Given the product [Cl:1][C:2]1[C:3]([N:13]2[CH2:18][CH2:17][N:16]([C:20]([NH:19][CH2:22][CH2:23][C:24]3[CH:29]=[CH:28][CH:27]=[CH:26][CH:25]=3)=[O:21])[CH2:15][CH2:14]2)=[N:4][CH:5]=[C:6]([CH:12]=1)[C:7]([O:9][CH2:10][CH3:11])=[O:8], predict the reactants needed to synthesize it. The reactants are: [Cl:1][C:2]1[C:3]([N:13]2[CH2:18][CH2:17][NH:16][CH2:15][CH2:14]2)=[N:4][CH:5]=[C:6]([CH:12]=1)[C:7]([O:9][CH2:10][CH3:11])=[O:8].[N:19]([CH2:22][CH2:23][C:24]1[CH:29]=[CH:28][CH:27]=[CH:26][CH:25]=1)=[C:20]=[O:21]. (3) The reactants are: Cl[C:2]1[C:11]2[C:6](=[N:7][CH:8]=[CH:9][N:10]=2)[N:5]=[C:4]([CH3:12])[N:3]=1.Cl[C:14]1N=[C:18](C)[N:17]=[C:16](N)[C:15]=1N.O1[CH2:28][CH2:27][O:26][CH:25](O)C1O.[CH2:31](O)C. Given the product [CH3:25][O:26][C:27]1[CH:14]=[CH:15][C:16]([N:17]([C:2]2[C:11]3[C:6](=[N:7][CH:8]=[CH:9][N:10]=3)[N:5]=[C:4]([CH3:12])[N:3]=2)[CH3:18])=[CH:31][CH:28]=1, predict the reactants needed to synthesize it. (4) Given the product [ClH:24].[NH2:7][CH2:8][C:9]1([C:17]2[NH:21][C:20](=[O:22])[O:19][N:18]=2)[C:11]2([CH2:12][CH2:13][CH2:14][CH2:15][CH2:16]2)[CH2:10]1, predict the reactants needed to synthesize it. The reactants are: C(OC(=O)[NH:7][CH2:8][C:9]1([C:17]2[NH:21][C:20](=[O:22])[O:19][N:18]=2)[C:11]2([CH2:16][CH2:15][CH2:14][CH2:13][CH2:12]2)[CH2:10]1)(C)(C)C.[ClH:24].CCOCC. (5) Given the product [NH2:1][C:2]1[C:3]([F:10])=[C:4]([CH:5]=[CH:6][C:7]=1[F:8])[O:9][CH2:18][C:19]([O:21][CH2:22][CH3:23])=[O:20], predict the reactants needed to synthesize it. The reactants are: [NH2:1][C:2]1[C:3]([F:10])=[C:4]([OH:9])[CH:5]=[CH:6][C:7]=1[F:8].C([O-])([O-])=O.[Na+].[Na+].Br[CH2:18][C:19]([O:21][CH2:22][CH3:23])=[O:20].